The task is: Predict the product of the given reaction.. This data is from Forward reaction prediction with 1.9M reactions from USPTO patents (1976-2016). The product is: [CH2:2]([O:4][C:5]1[CH:6]=[C:7]([NH:18][CH:29]=[C:30]([C:31]([O:33][CH2:34][CH3:35])=[O:32])[C:36]([O:38][CH2:39][CH3:40])=[O:37])[CH:8]=[CH:9][C:10]=1[CH:11]1[CH2:16][CH2:15][N:14]([CH3:17])[CH2:13][CH2:12]1)[CH3:3]. Given the reactants I.[CH2:2]([O:4][C:5]1[CH:6]=[C:7]([NH2:18])[CH:8]=[CH:9][C:10]=1[CH:11]1[CH2:16][CH2:15][N:14]([CH3:17])[CH2:13][CH2:12]1)[CH3:3].C(N(CC)CC)C.C(O[CH:29]=[C:30]([C:36]([O:38][CH2:39][CH3:40])=[O:37])[C:31]([O:33][CH2:34][CH3:35])=[O:32])C.C(=O)(O)[O-].[Na+], predict the reaction product.